This data is from Full USPTO retrosynthesis dataset with 1.9M reactions from patents (1976-2016). The task is: Predict the reactants needed to synthesize the given product. (1) Given the product [CH:9]12[CH:5]([CH2:4][OH:21])[CH:6]([CH2:11][CH2:10]1)[CH2:7][CH2:8]2, predict the reactants needed to synthesize it. The reactants are: COC(=O)[CH2:4][CH:5]1[CH:9]2[CH2:10][CH2:11][CH:6]1[CH2:7][CH2:8]2.[H-].[Al+3].[Li+].[H-].[H-].[H-].C([O:21]CC)C. (2) Given the product [C:25]([O:24][C:22]([NH:1][C@@H:2]1[CH2:6][N:5]([CH2:7][C:8]2[C:17]3[C:12](=[CH:13][CH:14]=[CH:15][CH:16]=3)[CH:11]=[CH:10][CH:9]=2)[CH2:4][C@H:3]1[C:18]([OH:20])=[O:19])=[O:21])([CH3:28])([CH3:27])[CH3:26], predict the reactants needed to synthesize it. The reactants are: [NH2:1][C@@H:2]1[CH2:6][N:5]([CH2:7][C:8]2[C:17]3[C:12](=[CH:13][CH:14]=[CH:15][CH:16]=3)[CH:11]=[CH:10][CH:9]=2)[CH2:4][C@H:3]1[C:18]([OH:20])=[O:19].[O:21](C(OC(C)(C)C)=O)[C:22]([O:24][C:25]([CH3:28])([CH3:27])[CH3:26])=O.CCN(CC)CC.Cl. (3) Given the product [OH:10][C:11]1([C:2]2[CH:3]=[CH:4][CH:5]=[CH:6][C:1]=2[CH3:9])[CH2:14][N:13]([C:15]([O:17][C:18]([CH3:21])([CH3:20])[CH3:19])=[O:16])[CH2:12]1, predict the reactants needed to synthesize it. The reactants are: [C:1]1([CH3:9])[CH:6]=[CH:5][CH:4]=[CH:3][C:2]=1[Mg]Cl.[O:10]=[C:11]1[CH2:14][N:13]([C:15]([O:17][C:18]([CH3:21])([CH3:20])[CH3:19])=[O:16])[CH2:12]1.[Cl-].[NH4+]. (4) Given the product [O:1]1[CH2:2][CH2:3][N:4]([C:7]2[C:8]3[CH2:23][CH2:22][C:21]4([CH2:25][CH2:24]4)[O:20][C:9]=3[N:10]=[C:11]([C:13]3[CH:14]=[CH:15][C:16]([NH:17][C:34]([NH:49][CH:47]4[CH2:48][O:45][CH2:46]4)=[O:36])=[CH:18][CH:19]=3)[N:12]=2)[CH2:5][CH2:6]1, predict the reactants needed to synthesize it. The reactants are: [O:1]1[CH2:6][CH2:5][N:4]([C:7]2[C:8]3[CH2:23][CH2:22][C:21]4([CH2:25][CH2:24]4)[O:20][C:9]=3[N:10]=[C:11]([C:13]3[CH:19]=[CH:18][C:16]([NH2:17])=[CH:15][CH:14]=3)[N:12]=2)[CH2:3][CH2:2]1.C(N(CC)CC)C.Cl[C:34](Cl)([O:36]C(=O)OC(Cl)(Cl)Cl)Cl.[O:45]1[CH2:48][CH:47]([NH2:49])[CH2:46]1. (5) Given the product [CH3:1][O:2][C:3]1[CH:4]=[C:5]2[C:9](=[CH:10][C:11]=1[N+:12]([O-:14])=[O:13])[N:8]([C:18](=[O:19])[C@@H:17]1[CH2:21][CH2:22][CH2:23][N:16]1[CH3:15])[CH2:7][CH2:6]2, predict the reactants needed to synthesize it. The reactants are: [CH3:1][O:2][C:3]1[CH:4]=[C:5]2[C:9](=[CH:10][C:11]=1[N+:12]([O-:14])=[O:13])[NH:8][CH2:7][CH2:6]2.[CH3:15][N:16]1[CH2:23][CH2:22][CH2:21][C@H:17]1[C:18](O)=[O:19].CN(C(ON1N=NC2C=CC=NC1=2)=[N+](C)C)C.F[P-](F)(F)(F)(F)F.CCN(C(C)C)C(C)C.